This data is from Peptide-MHC class II binding affinity with 134,281 pairs from IEDB. The task is: Regression. Given a peptide amino acid sequence and an MHC pseudo amino acid sequence, predict their binding affinity value. This is MHC class II binding data. The peptide sequence is PVGEIYKRWIILGLN. The MHC is DRB3_0101 with pseudo-sequence DRB3_0101. The binding affinity (normalized) is 0.